This data is from Tyrosyl-DNA phosphodiesterase HTS with 341,365 compounds. The task is: Binary Classification. Given a drug SMILES string, predict its activity (active/inactive) in a high-throughput screening assay against a specified biological target. The drug is O=C(Nc1ccc(cc1)C(C)C)C1C2CC(C1)CC2. The result is 0 (inactive).